This data is from Peptide-MHC class I binding affinity with 185,985 pairs from IEDB/IMGT. The task is: Regression. Given a peptide amino acid sequence and an MHC pseudo amino acid sequence, predict their binding affinity value. This is MHC class I binding data. (1) The peptide sequence is DTWHGFKNM. The MHC is HLA-A03:01 with pseudo-sequence HLA-A03:01. The binding affinity (normalized) is 0.0847. (2) The peptide sequence is VTFQGKFKK. The MHC is HLA-A30:01 with pseudo-sequence HLA-A30:01. The binding affinity (normalized) is 0.409. (3) The peptide sequence is QLSPFPFDL. The MHC is H-2-Ld with pseudo-sequence H-2-Ld. The binding affinity (normalized) is 0.671. (4) The peptide sequence is VFHLYLQYI. The MHC is HLA-A29:02 with pseudo-sequence HLA-A29:02. The binding affinity (normalized) is 0. (5) The peptide sequence is RQAELSKAY. The MHC is HLA-B08:02 with pseudo-sequence HLA-B08:02. The binding affinity (normalized) is 0.0847. (6) The peptide sequence is LQKIPLQWF. The MHC is HLA-A02:01 with pseudo-sequence HLA-A02:01. The binding affinity (normalized) is 0.0847.